Dataset: Forward reaction prediction with 1.9M reactions from USPTO patents (1976-2016). Task: Predict the product of the given reaction. (1) Given the reactants C[O:2][C:3](=[O:17])[CH:4]([O:6][C:7]1[CH:12]=[CH:11][C:10]([NH:13]C(=O)C)=[CH:9][CH:8]=1)[CH3:5], predict the reaction product. The product is: [NH2:13][C:10]1[CH:9]=[CH:8][C:7]([O:6][CH:4]([CH3:5])[C:3]([OH:17])=[O:2])=[CH:12][CH:11]=1. (2) Given the reactants [OH:1][CH:2]([C:6]1[CH:11]=[CH:10][CH:9]=[CH:8][C:7]=1[C:12]1[CH:32]=[CH:31][C:15]2[NH:16][C:17]([CH2:19][O:20][C:21]3[CH:26]=[CH:25][C:24]([C:27]([F:30])([F:29])[F:28])=[CH:23][CH:22]=3)=[N:18][C:14]=2[CH:13]=1)[C:3]([OH:5])=O.[CH:33]([N:36](C(C)C)[CH2:37]C)(C)C.CNC, predict the reaction product. The product is: [CH3:33][N:36]([CH3:37])[C:3](=[O:5])[CH:2]([OH:1])[C:6]1[CH:11]=[CH:10][CH:9]=[CH:8][C:7]=1[C:12]1[CH:32]=[CH:31][C:15]2[NH:16][C:17]([CH2:19][O:20][C:21]3[CH:22]=[CH:23][C:24]([C:27]([F:30])([F:29])[F:28])=[CH:25][CH:26]=3)=[N:18][C:14]=2[CH:13]=1. (3) Given the reactants [NH:1]1[C:9]2[C:4](=[CH:5][CH:6]=[CH:7][CH:8]=2)[CH:3]=[C:2]1[C:10]([O:12]CC)=O.[H-].[Na+].[CH3:17]I.CN.O.[CH3:22][N:23](C=O)C, predict the reaction product. The product is: [CH3:22][NH:23][C:10]([C:2]1[N:1]([CH3:17])[C:9]2[C:4]([CH:3]=1)=[CH:5][CH:6]=[CH:7][CH:8]=2)=[O:12]. (4) The product is: [C:19]([C:4]1[CH:3]=[C:2]([NH:1][C:27]([C:22]2[CH:23]=[N:24][CH:25]=[CH:26][N:21]=2)=[O:28])[N:6]([C:7]2[C:8]([Cl:18])=[CH:9][C:10]([C:14]([F:16])([F:15])[F:17])=[CH:11][C:12]=2[Cl:13])[N:5]=1)#[N:20]. Given the reactants [NH2:1][C:2]1[N:6]([C:7]2[C:12]([Cl:13])=[CH:11][C:10]([C:14]([F:17])([F:16])[F:15])=[CH:9][C:8]=2[Cl:18])[N:5]=[C:4]([C:19]#[N:20])[CH:3]=1.[N:21]1[CH:26]=[CH:25][N:24]=[CH:23][C:22]=1[C:27](OC)=[O:28].CO[Na].CO.Cl, predict the reaction product.